Dataset: Catalyst prediction with 721,799 reactions and 888 catalyst types from USPTO. Task: Predict which catalyst facilitates the given reaction. (1) Reactant: [F:1][C:2]1[C:3]([O:18][CH3:19])=[C:4]([NH:11][C:12]2[CH:17]=[CH:16][CH:15]=[CH:14][CH:13]=2)[C:5]([N+:8]([O-])=O)=[CH:6][CH:7]=1. Product: [F:1][C:2]1[C:3]([O:18][CH3:19])=[C:4]([NH:11][C:12]2[CH:17]=[CH:16][CH:15]=[CH:14][CH:13]=2)[C:5]([NH2:8])=[CH:6][CH:7]=1. The catalyst class is: 99. (2) Reactant: C(OC(N(C)[C@@H](C)[C:10]([NH:12][C@@H:13]([C:42]([CH3:45])([CH3:44])[CH3:43])[C:14]([N:16]1[C@H:20]([C:21](=[O:33])[NH:22][C@H:23]2[C:32]3[C:27](=[CH:28][CH:29]=[CH:30][CH:31]=3)[CH2:26][CH2:25][CH2:24]2)[CH2:19][C@H:18]([NH:34][C:35](=[O:41])[CH2:36][CH2:37][C:38](O)=[O:39])[CH2:17]1)=[O:15])=[O:11])=O)(C)(C)C.[NH2:48][C:49]1[CH:58]=[C:57]2[C:52]([CH2:53][C@@H:54]([C:80](=[O:92])[NH:81][C@H:82]3[C:91]4[C:86](=[CH:87][CH:88]=[CH:89][CH:90]=4)[CH2:85][CH2:84][CH2:83]3)[N:55]([C:59](=[O:79])[C@@H:60]([NH:65][C:66](=[O:78])[C@@H:67]([N:69](C)[C:70](=O)OC(C)(C)C)[CH3:68])[C:61]([CH3:64])([CH3:63])[CH3:62])[CH2:56]2)=[CH:51][CH:50]=1.CN(C(ON1N=NC2C=[CH:105][CH:106]=[N:107][C:102]1=2)=[N+](C)C)C.F[P-](F)(F)(F)(F)F.C(N(C(C)C)C(C)C)C.C([O-])(O)=O.[Na+].C(O)(C(F)(F)F)=O. Product: [CH3:62][C:61]([CH3:63])([CH3:64])[C@H:60]([NH:65][C:66](=[O:78])[C@@H:67]([NH:69][CH3:70])[CH3:68])[C:59]([N:55]1[C@H:54]([C:80](=[O:92])[NH:81][C@H:82]2[C:91]3[C:86](=[CH:87][CH:88]=[CH:89][CH:90]=3)[CH2:85][CH2:84][CH2:83]2)[CH2:53][C:52]2[C:57](=[CH:58][C:49]([NH:48][C:38](=[O:39])[CH2:37][CH2:36][C:35]([NH:34][C@H:18]3[CH2:19][C@@H:20]([C:21](=[O:33])[NH:22][C@H:23]4[C:32]5[C:27](=[CH:28][CH:29]=[CH:30][CH:31]=5)[CH2:26][CH2:25][CH2:24]4)[N:16]([C:14](=[O:15])[C@@H:13]([NH:12][C:10](=[O:11])[C@@H:106]([NH:107][CH3:102])[CH3:105])[C:42]([CH3:43])([CH3:45])[CH3:44])[CH2:17]3)=[O:41])=[CH:50][CH:51]=2)[CH2:56]1)=[O:79]. The catalyst class is: 31.